From a dataset of Reaction yield outcomes from USPTO patents with 853,638 reactions. Predict the reaction yield, written as a fraction of the theoretical maximum amount of product (1.0 means a 100% yield; for example, 0.34 means a 34% yield). The reactants are [F:1][C:2]([F:45])([F:44])[C:3]1[CH:4]=[C:5]([C:13]([CH3:43])([CH3:42])[C:14]([N:16]([CH3:41])[C:17]2[C:18]([C:33]3[CH:38]=[CH:37][C:36]([F:39])=[CH:35][C:34]=3[CH3:40])=[CH:19][C:20]([N:23]3[CH2:28][CH2:27][CH:26](OC(=S)C)[CH2:25][CH2:24]3)=[N:21][CH:22]=2)=[O:15])[CH:6]=[C:7]([C:9]([F:12])([F:11])[F:10])[CH:8]=1.OO.[S:48]([O-:51])([OH:50])=[O:49].[Na+]. The catalyst is C(O)(=O)C. The product is [F:11][C:9]([F:10])([F:12])[C:7]1[CH:6]=[C:5]([C:13]([CH3:42])([CH3:43])[C:14]([N:16]([CH3:41])[C:17]2[C:18]([C:33]3[CH:38]=[CH:37][C:36]([F:39])=[CH:35][C:34]=3[CH3:40])=[CH:19][C:20]([N:23]3[CH2:24][CH2:25][CH:26]([S:48]([OH:51])(=[O:50])=[O:49])[CH2:27][CH2:28]3)=[N:21][CH:22]=2)=[O:15])[CH:4]=[C:3]([C:2]([F:45])([F:1])[F:44])[CH:8]=1. The yield is 0.830.